The task is: Predict which catalyst facilitates the given reaction.. This data is from Catalyst prediction with 721,799 reactions and 888 catalyst types from USPTO. Reactant: [Br:1][C:2]1[CH:7]=[CH:6][C:5]([NH:8][C:9]2[C:17]3[S:16][N:15]=[CH:14][C:13]=3[CH:12]=[CH:11][C:10]=2[C:18]([OH:20])=O)=[C:4]([F:21])[CH:3]=1.C(N(C(C)C)CC)(C)C.[CH:31]([O:33][CH2:34][CH2:35][O:36][NH2:37])=[CH2:32].CCN=C=NCCCN(C)C.C1C=CC2N(O)N=NC=2C=1. Product: [CH:31]([O:33][CH2:34][CH2:35][O:36][NH:37][C:18]([C:10]1[CH:11]=[CH:12][C:13]2[CH:14]=[N:15][S:16][C:17]=2[C:9]=1[NH:8][C:5]1[CH:6]=[CH:7][C:2]([Br:1])=[CH:3][C:4]=1[F:21])=[O:20])=[CH2:32]. The catalyst class is: 39.